This data is from Catalyst prediction with 721,799 reactions and 888 catalyst types from USPTO. The task is: Predict which catalyst facilitates the given reaction. (1) Reactant: C(N(CC)CC)C.[O:8]=[C:9]1[C:14]2[CH:15]=[C:16]([C:19](Cl)=[O:20])[CH:17]=[CH:18][C:13]=2[N:12]=[C:11]([C:22]2[CH:27]=[CH:26][CH:25]=[CH:24][CH:23]=2)[O:10]1.[CH2:28]([O:35][C:36]1[CH:44]=[CH:43][C:42]2[N:38]([CH:39]=[C:40]([CH3:47])[C:41]=2[O:45][CH3:46])[CH:37]=1)[C:29]1[CH:34]=[CH:33][CH:32]=[CH:31][CH:30]=1. Product: [CH2:28]([O:35][C:36]1[CH:44]=[CH:43][C:42]2[N:38]([C:39]([C:19]([C:16]3[CH:17]=[CH:18][C:13]4[N:12]=[C:11]([C:22]5[CH:27]=[CH:26][CH:25]=[CH:24][CH:23]=5)[O:10][C:9](=[O:8])[C:14]=4[CH:15]=3)=[O:20])=[C:40]([CH3:47])[C:41]=2[O:45][CH3:46])[CH:37]=1)[C:29]1[CH:30]=[CH:31][CH:32]=[CH:33][CH:34]=1. The catalyst class is: 4. (2) Reactant: [OH:1][C:2]1[CH:7]=[C:6]([CH2:8][NH:9][C:10](=[O:16])[O:11][C:12]([CH3:15])([CH3:14])[CH3:13])[CH:5]=[CH:4][C:3]=1[C:17]1[CH:22]=[CH:21][CH:20]=[CH:19][CH:18]=1.O[CH2:24][CH2:25][CH2:26][NH:27][C:28](=[O:37])[O:29][CH2:30][C:31]1[CH:36]=[CH:35][CH:34]=[CH:33][CH:32]=1.C1(P(C2C=CC=CC=2)C2C=CC=CC=2)C=CC=CC=1.N(C(OC(C)C)=O)=NC(OC(C)C)=O. Product: [CH2:30]([O:29][C:28]([NH:27][CH2:26][CH2:25][CH2:24][O:1][C:2]1[CH:7]=[C:6]([CH2:8][NH:9][C:10](=[O:16])[O:11][C:12]([CH3:15])([CH3:14])[CH3:13])[CH:5]=[CH:4][C:3]=1[C:17]1[CH:18]=[CH:19][CH:20]=[CH:21][CH:22]=1)=[O:37])[C:31]1[CH:36]=[CH:35][CH:34]=[CH:33][CH:32]=1. The catalyst class is: 7. (3) Reactant: C(N(CC)CC)C.[Br:8][C:9]1[CH:14]=[CH:13][C:12]([CH2:15][C:16]([OH:18])=O)=[C:11]([O:19][CH3:20])[CH:10]=1.C(Cl)(=O)C(C)(C)C.[CH:28]([C@H:31]1[CH2:35][O:34][C:33](=[O:36])[NH:32]1)([CH3:30])[CH3:29].[Li]CCCC.O1CCNC1=O.[NH4+].[Cl-]. Product: [Br:8][C:9]1[CH:14]=[CH:13][C:12]([CH2:15][C:16]([N:32]2[C@@H:31]([CH:28]([CH3:30])[CH3:29])[CH2:35][O:34][C:33]2=[O:36])=[O:18])=[C:11]([O:19][CH3:20])[CH:10]=1. The catalyst class is: 1. (4) Reactant: [CH2:1]([N:3]([CH2:11][C:12]([N:14]1[CH2:19][CH2:18][S:17][C:16]2[CH:20]=[CH:21][C:22]([N+:24]([O-:26])=[O:25])=[CH:23][C:15]1=2)=O)[C:4](=[O:10])[O:5][C:6]([CH3:9])([CH3:8])[CH3:7])[CH3:2].B.O1CCCC1. Product: [CH2:1]([N:3]([CH2:11][CH2:12][N:14]1[CH2:19][CH2:18][S:17][C:16]2[CH:20]=[CH:21][C:22]([N+:24]([O-:26])=[O:25])=[CH:23][C:15]1=2)[C:4](=[O:10])[O:5][C:6]([CH3:9])([CH3:7])[CH3:8])[CH3:2]. The catalyst class is: 54. (5) Reactant: [CH3:1][O:2][C:3]1[CH:4]=[C:5]2[C:10](=[CH:11][C:12]=1[O:13][CH3:14])[N:9]=[CH:8][CH:7]=[C:6]2[O:15][C:16]1[CH:22]=[CH:21][C:19]([NH2:20])=[C:18]([N+:23]([O-:25])=[O:24])[CH:17]=1.C(O)C.[CH3:29][C:30]1[CH:35]=[CH:34][CH:33]=[CH:32][C:31]=1[C:36]([N:38]=[C:39]=[S:40])=[O:37]. Product: [CH3:1][O:2][C:3]1[CH:4]=[C:5]2[C:10](=[CH:11][C:12]=1[O:13][CH3:14])[N:9]=[CH:8][CH:7]=[C:6]2[O:15][C:16]1[CH:22]=[CH:21][C:19]([NH:20][C:39]([NH:38][C:36](=[O:37])[C:31]2[CH:32]=[CH:33][CH:34]=[CH:35][C:30]=2[CH3:29])=[S:40])=[C:18]([N+:23]([O-:25])=[O:24])[CH:17]=1. The catalyst class is: 11. (6) Reactant: [OH-].[Na+].CO.[F:5][C:6]([F:38])([CH:12]([OH:37])[C:13]1[CH:18]=[CH:17][C:16]([C:19]2[CH:24]=[C:23]([NH:25][C:26]3[N:31]=[C:30]([C:32]([F:35])([F:34])[F:33])[CH:29]=[CH:28][N:27]=3)[CH:22]=[C:21]([CH3:36])[CH:20]=2)=[CH:15][N:14]=1)[C:7]([O:9]CC)=[O:8]. Product: [F:38][C:6]([F:5])([CH:12]([OH:37])[C:13]1[CH:18]=[CH:17][C:16]([C:19]2[CH:24]=[C:23]([NH:25][C:26]3[N:31]=[C:30]([C:32]([F:33])([F:34])[F:35])[CH:29]=[CH:28][N:27]=3)[CH:22]=[C:21]([CH3:36])[CH:20]=2)=[CH:15][N:14]=1)[C:7]([OH:9])=[O:8]. The catalyst class is: 1.